Task: Predict the product of the given reaction.. Dataset: Forward reaction prediction with 1.9M reactions from USPTO patents (1976-2016) (1) Given the reactants Cl[C:2]1[CH:7]=[C:6]([C:8]2[CH:13]=[C:12]([C:14]3[CH:19]=[CH:18][C:17]([C:20]([F:23])([F:22])[F:21])=[CH:16][CH:15]=3)[CH:11]=[C:10]([CH3:24])[N:9]=2)[CH:5]=[CH:4][N:3]=1.[C:25]([NH:29][S:30]([C:33]1[CH:34]=[C:35](B(O)O)[CH:36]=[CH:37][CH:38]=1)(=[O:32])=[O:31])([CH3:28])([CH3:27])[CH3:26], predict the reaction product. The product is: [C:25]([NH:29][S:30]([C:33]1[CH:34]=[CH:35][CH:36]=[C:37]([C:2]2[CH:7]=[C:6]([C:8]3[CH:13]=[C:12]([C:14]4[CH:19]=[CH:18][C:17]([C:20]([F:23])([F:22])[F:21])=[CH:16][CH:15]=4)[CH:11]=[C:10]([CH3:24])[N:9]=3)[CH:5]=[CH:4][N:3]=2)[CH:38]=1)(=[O:32])=[O:31])([CH3:28])([CH3:26])[CH3:27]. (2) The product is: [CH3:1][C:2]1[C:6]([C:7]2[CH:15]=[C:14]3[C:10]([C:11]4[C:19]([C:20]5[C:29]6[C:24](=[CH:25][CH:26]=[CH:27][CH:28]=6)[C:23]([C:30]([NH:32][CH2:33][CH2:34][C:35]([OH:37])=[O:36])=[O:31])=[CH:22][CH:21]=5)=[N:18][C:17]([CH3:39])=[N:16][C:12]=4[NH:13]3)=[CH:9][C:8]=2[O:40][CH3:41])=[C:5]([CH3:42])[O:4][N:3]=1. Given the reactants [CH3:1][C:2]1[C:6]([C:7]2[CH:15]=[C:14]3[C:10]([C:11]4[C:19]([C:20]5[C:29]6[C:24](=[CH:25][CH:26]=[CH:27][CH:28]=6)[C:23]([C:30]([NH:32][CH2:33][CH2:34][C:35]([O:37]C)=[O:36])=[O:31])=[CH:22][CH:21]=5)=[N:18][C:17]([CH3:39])=[N:16][C:12]=4[NH:13]3)=[CH:9][C:8]=2[O:40][CH3:41])=[C:5]([CH3:42])[O:4][N:3]=1.O[Li].O, predict the reaction product.